From a dataset of hERG Central: cardiac toxicity at 1µM, 10µM, and general inhibition. Predict hERG channel inhibition at various concentrations. The compound is Cl.O=C(COc1ccc(Cl)cc1)N(c1ccccc1Cl)C1CN2CCC1CC2. Results: hERG_inhib (hERG inhibition (general)): blocker.